From a dataset of Catalyst prediction with 721,799 reactions and 888 catalyst types from USPTO. Predict which catalyst facilitates the given reaction. (1) Reactant: [CH3:1][S:2]([C:5]1[CH:6]=[CH:7][C:8]([O:11][CH2:12][CH2:13][C@@H:14]2[CH2:16][C@@H:15]2[CH:17]2[CH2:22][CH2:21][N:20](C(OCC3C=CC=CC=3)=O)[CH2:19][CH2:18]2)=[N:9][CH:10]=1)(=[O:4])=[O:3]. Product: [CH3:1][S:2]([C:5]1[CH:6]=[CH:7][C:8]([O:11][CH2:12][CH2:13][C@@H:14]2[CH2:16][C@@H:15]2[CH:17]2[CH2:22][CH2:21][NH:20][CH2:19][CH2:18]2)=[N:9][CH:10]=1)(=[O:3])=[O:4]. The catalyst class is: 19. (2) Reactant: [CH3:1][Si](C=[N+]=[N-])(C)C.[F:8][C:9]1[C:14]([C:15]([OH:17])=[O:16])=[C:13]([NH:18][C:19]2[CH:24]=[CH:23][CH:22]=[CH:21][CH:20]=2)[C:12]([N+:25]([O-:27])=[O:26])=[CH:11][CH:10]=1. Product: [CH3:1][O:16][C:15](=[O:17])[C:14]1[C:9]([F:8])=[CH:10][CH:11]=[C:12]([N+:25]([O-:27])=[O:26])[C:13]=1[NH:18][C:19]1[CH:24]=[CH:23][CH:22]=[CH:21][CH:20]=1. The catalyst class is: 100. (3) Reactant: [CH2:1]([CH:5]([CH2:37][CH2:38][CH2:39][CH2:40][CH2:41][CH3:42])[CH2:6][O:7][C:8]1[C:9]2[S:36][CH:35]=[CH:34][C:10]=2[C:11]2[CH:12]=[C:13]([O:21][CH2:22][CH:23]([CH2:30][CH2:31][CH2:32][CH3:33])[CH2:24][CH2:25][CH2:26][CH2:27][CH2:28][CH3:29])[C:14]3[S:20][CH:19]=[CH:18][C:15]=3[C:16]=2[CH:17]=1)[CH2:2][CH2:3][CH3:4].C1COCC1.[Li+].CCC[CH2-].[CH3:53][Sn:54](Cl)([CH3:56])[CH3:55]. Product: [CH2:30]([CH:23]([CH2:24][CH2:25][CH2:26][CH2:27][CH2:28][CH3:29])[CH2:22][O:21][C:13]1[C:14]2[S:20][C:19]([Sn:54]([CH3:56])([CH3:55])[CH3:53])=[CH:18][C:15]=2[C:16]2[CH:17]=[C:8]([O:7][CH2:6][CH:5]([CH2:1][CH2:2][CH2:3][CH3:4])[CH2:37][CH2:38][CH2:39][CH2:40][CH2:41][CH3:42])[C:9]3[S:36][C:35]([Sn:54]([CH3:56])([CH3:55])[CH3:53])=[CH:34][C:10]=3[C:11]=2[CH:12]=1)[CH2:31][CH2:32][CH3:33]. The catalyst class is: 81. (4) Reactant: [S:1]([C:4]1[S:8][C:7]([NH2:9])=[N:6][CH:5]=1)[C:2]#[N:3].N1C(C)=CC=CC=1C.[F:18][C:19]([F:30])([F:29])[C:20](O[C:20](=[O:21])[C:19]([F:30])([F:29])[F:18])=[O:21]. Product: [S:1]([C:4]1[S:8][C:7]([NH:9][C:20](=[O:21])[C:19]([F:30])([F:29])[F:18])=[N:6][CH:5]=1)[C:2]#[N:3]. The catalyst class is: 217.